Task: Predict the reactants needed to synthesize the given product.. Dataset: Full USPTO retrosynthesis dataset with 1.9M reactions from patents (1976-2016) (1) Given the product [Cl:13][CH:11]([C:1]1[C:10]2[C:5](=[CH:6][CH:7]=[CH:8][CH:9]=2)[CH:4]=[CH:3][CH:2]=1)[C:27](=[O:31])[C:30]([O:23][CH3:21])=[O:26], predict the reactants needed to synthesize it. The reactants are: [C:1]1([CH:11]=O)[C:10]2[C:5](=[CH:6][CH:7]=[CH:8][CH:9]=2)[CH:4]=[CH:3][CH:2]=1.[Cl:13]C(Cl)C(OC)=O.C[C:21](C)([O-:23])C.[K+].[OH2:26].[C:27]([OH:31])([CH3:30])(C)C. (2) Given the product [C:1]([N:5]1[C:9]([C:10]2[CH:15]=[CH:14][C:13]([CH3:16])=[CH:12][CH:11]=2)=[CH:8][C:7]([CH2:17][CH2:18][CH2:19][N:31]2[CH2:30][CH2:29][N:28]([C:25]3[CH:24]=[CH:23][C:22]([Cl:21])=[CH:27][CH:26]=3)[CH2:33][CH2:32]2)=[N:6]1)([CH3:4])([CH3:3])[CH3:2], predict the reactants needed to synthesize it. The reactants are: [C:1]([N:5]1[C:9]([C:10]2[CH:15]=[CH:14][C:13]([CH3:16])=[CH:12][CH:11]=2)=[CH:8][C:7]([CH2:17][CH2:18][CH:19]=O)=[N:6]1)([CH3:4])([CH3:3])[CH3:2].[Cl:21][C:22]1[CH:27]=[CH:26][C:25]([N:28]2[CH2:33][CH2:32][NH:31][CH2:30][CH2:29]2)=[CH:24][CH:23]=1.CCN(C(C)C)C(C)C.[BH-](OC(C)=O)(OC(C)=O)OC(C)=O.[Na+].